From a dataset of Catalyst prediction with 721,799 reactions and 888 catalyst types from USPTO. Predict which catalyst facilitates the given reaction. (1) Reactant: [OH-].[Zr+4:2].[OH-].[OH-].[OH-].[C:6]([OH:11])(=[O:10])[C:7]([OH:9])=[O:8].O.O.[C:14]([OH:19])(=[O:18])[C:15]([OH:17])=[O:16].[O-2].[Zr+4].[O-2]. Product: [C:6]([O-:11])(=[O:10])[C:7]([O-:9])=[O:8].[Zr+4:2].[C:14]([O-:19])(=[O:18])[C:15]([O-:17])=[O:16]. The catalyst class is: 6. (2) Reactant: [N:1]1([C:7]2[CH:12]=[CH:11][C:10]([NH:13][C:14]([C:16]3[N:17]=[C:18]([C:25]4[CH:30]=[CH:29][CH:28]=[CH:27][CH:26]=4)[O:19][C:20]=3[C:21]([F:24])([F:23])[F:22])=[O:15])=[CH:9][CH:8]=2)[CH2:6][CH2:5][NH:4][CH2:3][CH2:2]1.[NH:31]1[C:35]([CH:36]2[CH2:41][CH2:40][CH:39]([C:42](O)=[O:43])[CH2:38][CH2:37]2)=[N:34][N:33]=[N:32]1.Cl.C(N=C=NCCCN(C)C)C. Product: [NH:34]1[C:35]([CH:36]2[CH2:37][CH2:38][CH:39]([C:42]([N:4]3[CH2:5][CH2:6][N:1]([C:7]4[CH:12]=[CH:11][C:10]([NH:13][C:14]([C:16]5[N:17]=[C:18]([C:25]6[CH:30]=[CH:29][CH:28]=[CH:27][CH:26]=6)[O:19][C:20]=5[C:21]([F:22])([F:24])[F:23])=[O:15])=[CH:9][CH:8]=4)[CH2:2][CH2:3]3)=[O:43])[CH2:40][CH2:41]2)=[N:31][N:32]=[N:33]1. The catalyst class is: 792. (3) Reactant: [Cl:1][C:2]1[CH:7]=[C:6]([O:8][C:9]2[C:18]3[C:13](=[CH:14][C:15]([OH:21])=[C:16]([O:19][CH3:20])[CH:17]=3)[N:12]=[CH:11][N:10]=2)[CH:5]=[CH:4][C:3]=1[NH:22][C:23]([NH:25][CH2:26][CH2:27][CH3:28])=[O:24].C(=O)([O-])[O-].[K+].[K+].C(Br)[CH2:36][CH2:37][CH2:38][CH2:39][Br:40]. Product: [Br:40][CH2:39][CH2:38][CH2:37][CH2:36][O:21][C:15]1[CH:14]=[C:13]2[C:18]([C:9]([O:8][C:6]3[CH:5]=[CH:4][C:3]([NH:22][C:23]([NH:25][CH2:26][CH2:27][CH3:28])=[O:24])=[C:2]([Cl:1])[CH:7]=3)=[N:10][CH:11]=[N:12]2)=[CH:17][C:16]=1[O:19][CH3:20]. The catalyst class is: 9. (4) Product: [CH:1]1([C:7]2[C:8]3[CH:26]=[CH:25][C:24]([C:27]([NH:29][C:30]([C:33]4[NH:34][C:35]5[CH:41]=[C:40]([C:42]([OH:44])=[O:43])[CH:39]=[CH:38][C:36]=5[N:37]=4)([CH3:32])[CH3:31])=[O:28])=[CH:23][C:9]=3[N:10]3[C:16]=2[C:15]2[CH:17]=[CH:18][C:19]([O:21][CH3:22])=[CH:20][C:14]=2[O:13][CH2:12][CH2:11]3)[CH2:6][CH2:5][CH2:4][CH2:3][CH2:2]1. The catalyst class is: 83. Reactant: [CH:1]1([C:7]2[C:8]3[CH:26]=[CH:25][C:24]([C:27]([NH:29][C:30]([C:33]4[NH:34][C:35]5[CH:41]=[C:40]([C:42]([O:44]C)=[O:43])[CH:39]=[CH:38][C:36]=5[N:37]=4)([CH3:32])[CH3:31])=[O:28])=[CH:23][C:9]=3[N:10]3[C:16]=2[C:15]2[CH:17]=[CH:18][C:19]([O:21][CH3:22])=[CH:20][C:14]=2[O:13][CH2:12][CH2:11]3)[CH2:6][CH2:5][CH2:4][CH2:3][CH2:2]1.[OH-].[Li+].Cl.O. (5) Product: [CH:18]1[C:13]2[CH2:12][CH2:11][C:10]3[CH:19]=[CH:20][CH:21]=[CH:22][C:9]=3[CH:8]([NH:7][CH2:5][CH2:4][NH2:1])[C:14]=2[CH:15]=[CH:16][CH:17]=1. Reactant: [N:1]([CH2:4][C:5]([NH:7][CH:8]1[C:14]2[CH:15]=[CH:16][CH:17]=[CH:18][C:13]=2[CH2:12][CH2:11][C:10]2[CH:19]=[CH:20][CH:21]=[CH:22][C:9]1=2)=O)=[N+]=[N-].B.C1COCC1.Cl.[OH-].[Na+]. The catalyst class is: 1. (6) Reactant: C([O:5][C:6](=[O:36])[CH2:7][CH2:8][C:9]1[CH:14]=[C:13]([Cl:15])[C:12]([C:16]2[O:17][C:18]([C:21]3[N:22]=[C:23]4[C:28]([Cl:29])=[CH:27][C:26]([C:30]([F:33])([F:32])[F:31])=[CH:25][N:24]4[CH:34]=3)=[N:19][N:20]=2)=[CH:11][C:10]=1[F:35])(C)(C)C. Product: [Cl:15][C:13]1[C:12]([C:16]2[O:17][C:18]([C:21]3[N:22]=[C:23]4[C:28]([Cl:29])=[CH:27][C:26]([C:30]([F:33])([F:32])[F:31])=[CH:25][N:24]4[CH:34]=3)=[N:19][N:20]=2)=[CH:11][C:10]([F:35])=[C:9]([CH2:8][CH2:7][C:6]([OH:36])=[O:5])[CH:14]=1. The catalyst class is: 137. (7) Reactant: [CH2:1]([O:3][C:4](=[O:28])/[C:5](=[CH:13]/[C:14]1[CH:19]=[CH:18][C:17]([N:20]2[CH:24]=[C:23]([CH3:25])[N:22]=[CH:21]2)=[C:16]([O:26][CH3:27])[CH:15]=1)/[CH2:6][CH2:7][CH:8]1OCC[O:9]1)[CH3:2].C(O)(=O)C.FC(F)(F)C(O)=O.O.C(=O)(O)[O-].[Na+]. Product: [CH2:1]([O:3][C:4](=[O:28])/[C:5](=[CH:13]/[C:14]1[CH:19]=[CH:18][C:17]([N:20]2[CH:24]=[C:23]([CH3:25])[N:22]=[CH:21]2)=[C:16]([O:26][CH3:27])[CH:15]=1)/[CH2:6][CH2:7][CH:8]=[O:9])[CH3:2]. The catalyst class is: 13. (8) Reactant: [CH3:1][C@@H:2]([O:11][CH2:12]/[CH:13]=[CH:14]/[C:15]1[CH:35]=[CH:34][C:18]([CH2:19][N:20]2[CH:24]=[CH:23][CH:22]=[C:21]2[C:25]([C:27]2[CH:32]=[CH:31][C:30]([CH3:33])=[CH:29][CH:28]=2)=[O:26])=[CH:17][CH:16]=1)[C:3](N1CCOCC1)=[O:4].C1C[O:39]CC1.[OH-].[Li+]. Product: [CH3:33][C:30]1[CH:29]=[CH:28][C:27]([C:25]([C:21]2[N:20]([CH2:19][C:18]3[CH:34]=[CH:35][C:15](/[CH:14]=[CH:13]/[CH2:12][O:11][C@H:2]([CH3:1])[C:3]([OH:4])=[O:39])=[CH:16][CH:17]=3)[CH:24]=[CH:23][CH:22]=2)=[O:26])=[CH:32][CH:31]=1. The catalyst class is: 24.